Dataset: Reaction yield outcomes from USPTO patents with 853,638 reactions. Task: Predict the reaction yield, written as a fraction of the theoretical maximum amount of product (1.0 means a 100% yield; for example, 0.34 means a 34% yield). (1) The reactants are [O:1]=[C:2]1[NH:7][CH2:6][CH2:5][N:4]([C:8]([O:10][C:11]([CH3:14])([CH3:13])[CH3:12])=[O:9])[CH2:3]1.[H-].[Na+].Br[CH:18]([CH3:29])[C:19]([O:21][CH2:22][C:23]1[CH:28]=[CH:27][CH:26]=[CH:25][CH:24]=1)=[O:20].C(=O)(O)[O-].[Na+]. The catalyst is CN(C=O)C. The product is [CH2:22]([O:21][C:19](=[O:20])[CH:18]([N:7]1[CH2:6][CH2:5][N:4]([C:8]([O:10][C:11]([CH3:14])([CH3:13])[CH3:12])=[O:9])[CH2:3][C:2]1=[O:1])[CH3:29])[C:23]1[CH:28]=[CH:27][CH:26]=[CH:25][CH:24]=1. The yield is 0.640. (2) The reactants are C(OC([CH:8]1[CH2:12][CH2:11][CH2:10][N:9]1[C:13](=[O:31])[CH:14]([NH:16][C:17](=[O:30])[C:18]1[CH:23]=[C:22]([Cl:24])[C:21]([NH:25][C:26](=[O:28])[CH3:27])=[C:20]([Cl:29])[CH:19]=1)[CH3:15])=O)(C)(C)C.[O:32]=[C:33]1[O:37][CH:36]([O:38][CH2:39][CH2:40][C:41]2[CH:46]=[CH:45][CH:44]=[CH:43]C=2)[CH:35]([NH:47][C:48](C2CCCN2C(=O)C(NC(=O)C2C=CC(N)=C(Cl)C=2)C)=[O:49])[CH2:34]1. No catalyst specified. The product is [CH2:39]([O:38][CH:36]1[CH:35]([NH:47][C:48]([CH:8]2[CH2:12][CH2:11][CH2:10][N:9]2[C:13](=[O:31])[CH:14]([NH:16][C:17](=[O:30])[C:18]2[CH:23]=[C:22]([Cl:24])[C:21]([NH:25][C:26](=[O:28])[CH3:27])=[C:20]([Cl:29])[CH:19]=2)[CH3:15])=[O:49])[CH2:34][C:33](=[O:32])[O:37]1)[C:40]1[CH:41]=[CH:46][CH:45]=[CH:44][CH:43]=1. The yield is 0.720. (3) The reactants are Cl.[CH:2]1([CH2:8][CH2:9][NH:10][CH2:11][CH2:12][C:13]([OH:15])=[O:14])[CH2:7][CH2:6][CH2:5][CH2:4][CH2:3]1.[C:16](=O)([O:22]C(C)(C)C)[O:17][C:18]([CH3:21])([CH3:20])[CH3:19].C(N(CC)CC)C.C(O)(=O)CC(CC(O)=O)(C(O)=O)O. The catalyst is O1CCCC1. The product is [C:18]([O:17][C:16]([N:10]([CH2:11][CH2:12][C:13]([OH:15])=[O:14])[CH2:9][CH2:8][CH:2]1[CH2:7][CH2:6][CH2:5][CH2:4][CH2:3]1)=[O:22])([CH3:21])([CH3:20])[CH3:19]. The yield is 0.620. (4) The catalyst is CC(O)=O.CCOC(C)=O.[Fe]. The reactants are CN(C)[CH:3]=[CH:4][C:5]([C:7]1[C:28]([N+:29]([O-])=O)=[CH:27][C:10]([O:11][CH2:12][C:13]2([NH:16][C:17]([O:19][CH2:20][C:21]3[CH:26]=[CH:25][CH:24]=[CH:23][CH:22]=3)=[O:18])[CH2:15][CH2:14]2)=[C:9]([O:32][CH3:33])[CH:8]=1)=[O:6]. The yield is 0.950. The product is [OH:6][C:5]1[C:7]2[C:28](=[CH:27][C:10]([O:11][CH2:12][C:13]3([NH:16][C:17]([O:19][CH2:20][C:21]4[CH:26]=[CH:25][CH:24]=[CH:23][CH:22]=4)=[O:18])[CH2:14][CH2:15]3)=[C:9]([O:32][CH3:33])[CH:8]=2)[N:29]=[CH:3][CH:4]=1. (5) The reactants are [H-].[Na+].[OH:3][C:4]1[CH:13]=[CH:12][C:11]2[C:6](=[CH:7][CH:8]=[CH:9][CH:10]=2)[C:5]=1[CH:14]=[O:15].I[CH2:17][CH2:18][CH2:19][CH3:20].[Cl-].[NH4+]. The catalyst is CN(C)C=O. The product is [CH2:17]([O:3][C:4]1[CH:13]=[CH:12][C:11]2[C:6](=[CH:7][CH:8]=[CH:9][CH:10]=2)[C:5]=1[CH:14]=[O:15])[CH2:18][CH2:19][CH3:20]. The yield is 0.910. (6) The reactants are [BrH:1].N[C:3]1[CH:7]=[C:6]([C:8]2[CH:13]=[CH:12][C:11]([CH3:14])=[CH:10][CH:9]=2)[N:5]([C:15]2[CH:20]=[CH:19][C:18]([S:21]([NH2:24])(=[O:23])=[O:22])=[CH:17][CH:16]=2)[N:4]=1.N([O-])=O.[Na+]. The catalyst is O.C(OCC)(=O)C.C(#N)C. The product is [NH2:24][S:21]([C:18]1[CH:19]=[CH:20][C:15]([N:5]2[C:6]([C:8]3[CH:13]=[CH:12][C:11]([CH3:14])=[CH:10][CH:9]=3)=[CH:7][C:3]([Br:1])=[N:4]2)=[CH:16][CH:17]=1)(=[O:23])=[O:22]. The yield is 0.390. (7) The reactants are C(O[BH-](OC(=O)C)OC(=O)C)(=O)C.[Na+].[Br:15][C:16]1[O:20][C:19]([CH:21]=O)=[CH:18][CH:17]=1.[CH3:23][NH:24][CH3:25].CC(O)=O. The catalyst is ClCCCl. The product is [Br:15][C:16]1[O:20][C:19]([CH2:21][N:24]([CH3:25])[CH3:23])=[CH:18][CH:17]=1. The yield is 0.970. (8) The reactants are [F:1][C:2]1[CH:21]=[C:20]([N+:22]([O-:24])=[O:23])[CH:19]=[CH:18][C:3]=1[O:4][C:5]1[C:14]2[C:9](=[CH:10][C:11]([OH:17])=[C:12]([O:15][CH3:16])[CH:13]=2)[N:8]=[CH:7][CH:6]=1.CC(N(C)C)=O.C(=O)([O-])[O-].[Cs+].[Cs+].[CH2:37]([O:44][C:45]([N:47]1[CH2:51][CH:50]2[CH2:52][CH:53]([CH2:55]OS(C)(=O)=O)[CH2:54][CH:49]2[CH2:48]1)=[O:46])[C:38]1[CH:43]=[CH:42][CH:41]=[CH:40][CH:39]=1. The catalyst is O. The product is [CH2:37]([O:44][C:45]([N:47]1[CH2:48][CH:49]2[CH2:54][CH:53]([CH2:55][O:17][C:11]3[CH:10]=[C:9]4[C:14]([C:5]([O:4][C:3]5[CH:18]=[CH:19][C:20]([N+:22]([O-:24])=[O:23])=[CH:21][C:2]=5[F:1])=[CH:6][CH:7]=[N:8]4)=[CH:13][C:12]=3[O:15][CH3:16])[CH2:52][CH:50]2[CH2:51]1)=[O:46])[C:38]1[CH:39]=[CH:40][CH:41]=[CH:42][CH:43]=1. The yield is 0.940. (9) The reactants are [C:1]1([CH:7]([C:31]2[CH:36]=[CH:35][CH:34]=[CH:33][CH:32]=2)[N:8]2[C:16]3[C:11](=[CH:12][CH:13]=[CH:14][C:15]=3[F:17])[C:10](O)([C:18]3[C:27]([OH:28])=[CH:26][C:21]4[O:22][CH2:23][CH2:24][O:25][C:20]=4[CH:19]=3)[C:9]2=[O:30])[CH:6]=[CH:5][CH:4]=[CH:3][CH:2]=1.C([SiH](CC)CC)C. The catalyst is FC(F)(F)C(O)=O. The product is [C:31]1([CH:7]([C:1]2[CH:2]=[CH:3][CH:4]=[CH:5][CH:6]=2)[N:8]2[C:16]3[C:11](=[CH:12][CH:13]=[CH:14][C:15]=3[F:17])[CH:10]([C:18]3[C:27]([OH:28])=[CH:26][C:21]4[O:22][CH2:23][CH2:24][O:25][C:20]=4[CH:19]=3)[C:9]2=[O:30])[CH:32]=[CH:33][CH:34]=[CH:35][CH:36]=1. The yield is 0.610.